From a dataset of Forward reaction prediction with 1.9M reactions from USPTO patents (1976-2016). Predict the product of the given reaction. (1) Given the reactants Cl.[C:2]([C:6]1[O:10][N:9]=[C:8]([NH:11][C:12](=[O:35])[NH:13][C:14]2[CH:19]=[CH:18][C:17]([NH:20][C:21](=[O:34])[C:22]3[CH:27]=[CH:26][C:25]([O:28][CH:29]4[CH2:33][CH2:32][NH:31][CH2:30]4)=[CH:24][N:23]=3)=[CH:16][CH:15]=2)[CH:7]=1)([CH3:5])([CH3:4])[CH3:3].[CH3:36][S:37]([CH:40]=[CH2:41])(=[O:39])=[O:38], predict the reaction product. The product is: [C:2]([C:6]1[O:10][N:9]=[C:8]([NH:11][C:12](=[O:35])[NH:13][C:14]2[CH:19]=[CH:18][C:17]([NH:20][C:21](=[O:34])[C:22]3[CH:27]=[CH:26][C:25]([O:28][CH:29]4[CH2:33][CH2:32][N:31]([CH2:41][CH2:40][S:37]([CH3:36])(=[O:39])=[O:38])[CH2:30]4)=[CH:24][N:23]=3)=[CH:16][CH:15]=2)[CH:7]=1)([CH3:5])([CH3:3])[CH3:4]. (2) Given the reactants B.[CH3:2][N:3]1[C:12]2[CH:11]=[CH:10][CH:9]=[C:8]3[C@@H:13]4[CH2:18][N:17]([C:19]([O:21][CH2:22][CH3:23])=[O:20])[CH2:16][CH2:15][C@@H:14]4[N:6]([C:7]=23)[CH2:5][C:4]1=O.Cl, predict the reaction product. The product is: [CH3:2][N:3]1[C:12]2[CH:11]=[CH:10][CH:9]=[C:8]3[C@@H:13]4[CH2:18][N:17]([C:19]([O:21][CH2:22][CH3:23])=[O:20])[CH2:16][CH2:15][C@@H:14]4[N:6]([C:7]=23)[CH2:5][CH2:4]1.